This data is from Reaction yield outcomes from USPTO patents with 853,638 reactions. The task is: Predict the reaction yield, written as a fraction of the theoretical maximum amount of product (1.0 means a 100% yield; for example, 0.34 means a 34% yield). (1) The reactants are [CH3:1][C:2]1[N:7]=[C:6]2[S:8][C:9]3[CH2:14][CH2:13][CH2:12][CH2:11][C:10]=3[C:5]2=[C:4]([C:15]2[CH:20]=[CH:19][CH:18]=[CH:17][C:16]=2[F:21])[C:3]=1[CH:22]([CH2:27][CH2:28][CH3:29])[C:23]([O:25]C)=[O:24].[OH-].[Na+]. The catalyst is CO. The product is [CH3:1][C:2]1[N:7]=[C:6]2[S:8][C:9]3[CH2:14][CH2:13][CH2:12][CH2:11][C:10]=3[C:5]2=[C:4]([C:15]2[CH:20]=[CH:19][CH:18]=[CH:17][C:16]=2[F:21])[C:3]=1[CH:22]([CH2:27][CH2:28][CH3:29])[C:23]([OH:25])=[O:24]. The yield is 0.0200. (2) The reactants are [NH2:1][CH2:2][C:3]1[CH:4]=[C:5]([C@:10]([C:19]2[CH:24]=[C:23]([O:25][C:26]([F:31])([F:30])[CH:27]([F:29])[F:28])[CH:22]=[C:21]([F:32])[CH:20]=2)([NH2:18])[CH2:11][C:12]2[CH:17]=[CH:16][CH:15]=[CH:14][CH:13]=2)[CH:6]=[CH:7][C:8]=1[F:9].CCN(C(C)C)C(C)C.[CH3:42][C:43]([O:46][C:47](O[C:47]([O:46][C:43]([CH3:45])([CH3:44])[CH3:42])=[O:48])=[O:48])([CH3:45])[CH3:44].[NH4+].[Cl-]. The catalyst is C(Cl)Cl. The product is [NH2:18][C@:10]([C:5]1[CH:6]=[CH:7][C:8]([F:9])=[C:3]([CH:4]=1)[CH2:2][NH:1][C:47](=[O:48])[O:46][C:43]([CH3:45])([CH3:44])[CH3:42])([C:19]1[CH:24]=[C:23]([O:25][C:26]([F:31])([F:30])[CH:27]([F:29])[F:28])[CH:22]=[C:21]([F:32])[CH:20]=1)[CH2:11][C:12]1[CH:17]=[CH:16][CH:15]=[CH:14][CH:13]=1. The yield is 0.720.